From a dataset of Reaction yield outcomes from USPTO patents with 853,638 reactions. Predict the reaction yield, written as a fraction of the theoretical maximum amount of product (1.0 means a 100% yield; for example, 0.34 means a 34% yield). (1) The reactants are [Cl:1][C:2]1[N:3]=[C:4]([N:14]2[CH2:19][CH2:18][O:17][CH2:16][CH2:15]2)[C:5]2[S:10][C:9]([CH2:11][NH:12][CH3:13])=[CH:8][C:6]=2[N:7]=1.[CH:20]1([N:23]2[CH2:28][CH2:27][C:26](=O)[CH2:25][CH2:24]2)[CH2:22][CH2:21]1. No catalyst specified. The product is [Cl:1][C:2]1[N:3]=[C:4]([N:14]2[CH2:19][CH2:18][O:17][CH2:16][CH2:15]2)[C:5]2[S:10][C:9]([CH2:11][NH:12][CH2:13][CH:26]3[CH2:27][CH2:28][N:23]([CH:20]4[CH2:22][CH2:21]4)[CH2:24][CH2:25]3)=[CH:8][C:6]=2[N:7]=1. The yield is 0.570. (2) The reactants are [C:1]([C:4]1[C:9]([C:10]2[CH:15]=[CH:14][CH:13]=[CH:12][CH:11]=2)=[N:8][N:7]([CH2:16][CH3:17])[C:6](=[O:18])[C:5]=1[N+:19]([O-])=O)(=[O:3])[CH3:2].[CH:22]1[C:31]2[CH:30]=[CH:29][CH:28]=[C:27](N)[C:26]=2[CH:25]=[CH:24][N:23]=1. The catalyst is C(O)C. The product is [C:1]([C:4]1[C:9]([C:10]2[CH:15]=[CH:14][CH:13]=[CH:12][CH:11]=2)=[N:8][N:7]([CH2:16][CH3:17])[C:6](=[O:18])[C:5]=1[NH:19][C:27]1[CH:28]=[CH:29][CH:30]=[C:31]2[C:26]=1[CH:25]=[CH:24][N:23]=[CH:22]2)(=[O:3])[CH3:2]. The yield is 0.124. (3) The reactants are [H-].[Na+].[Br:3][C:4]1[CH:12]=[CH:11][C:10]([Br:13])=[C:9]2[C:5]=1[C:6]([CH3:14])=[CH:7][NH:8]2.[CH3:15][Si:16]([CH3:23])([CH3:22])[CH2:17][CH2:18][O:19][CH2:20]Cl.O. The product is [Br:3][C:4]1[CH:12]=[CH:11][C:10]([Br:13])=[C:9]2[C:5]=1[C:6]([CH3:14])=[CH:7][N:8]2[CH2:20][O:19][CH2:18][CH2:17][Si:16]([CH3:23])([CH3:22])[CH3:15]. The catalyst is C1COCC1. The yield is 0.950. (4) The reactants are [F:1][C:2]1[CH:3]=[CH:4][C:5]([O:27][CH3:28])=[C:6]([C:8]([CH3:26])([CH3:25])[CH2:9][C:10]([OH:24])([C:20]([F:23])([F:22])[F:21])[CH2:11][C:12]2[CH:19]=[CH:18][C:15]([CH:16]=[O:17])=[CH:14][CH:13]=2)[CH:7]=1.[Mn]([O-])(=O)(=O)=[O:30].[K+]. The catalyst is ClCCl.O.C(O)(=O)C. The product is [F:1][C:2]1[CH:3]=[CH:4][C:5]([O:27][CH3:28])=[C:6]([C:8]([CH3:26])([CH3:25])[CH2:9][C:10]([OH:24])([C:20]([F:23])([F:22])[F:21])[CH2:11][C:12]2[CH:19]=[CH:18][C:15]([C:16]([OH:30])=[O:17])=[CH:14][CH:13]=2)[CH:7]=1. The yield is 0.240.